Dataset: Catalyst prediction with 721,799 reactions and 888 catalyst types from USPTO. Task: Predict which catalyst facilitates the given reaction. The catalyst class is: 9. Reactant: [OH:1][C:2]1[CH:11]=[C:10]2[C:5]([C:6]([O:12][C:13]3[C:14]([CH3:23])=[N:15][C:16]4[C:21]([CH:22]=3)=[CH:20][CH:19]=[CH:18][N:17]=4)=[CH:7][CH:8]=[N:9]2)=[CH:4][C:3]=1[O:24][CH3:25].C(=O)([O-])[O-].[K+].[K+].Br[CH2:33][CH2:34][CH2:35][CH2:36][OH:37]. Product: [CH3:25][O:24][C:3]1[CH:4]=[C:5]2[C:10](=[CH:11][C:2]=1[O:1][CH2:33][CH2:34][CH2:35][CH2:36][OH:37])[N:9]=[CH:8][CH:7]=[C:6]2[O:12][C:13]1[C:14]([CH3:23])=[N:15][C:16]2[C:21]([CH:22]=1)=[CH:20][CH:19]=[CH:18][N:17]=2.